From a dataset of Forward reaction prediction with 1.9M reactions from USPTO patents (1976-2016). Predict the product of the given reaction. Given the reactants [NH2:1][C:2]1[CH:3]=[C:4]([C:8]2[N:13]=[C:12]([NH:14][CH2:15][C:16]3[CH:21]=[CH:20][CH:19]=[CH:18][N:17]=3)[C:11]3=[C:22]([C:25]4[CH:30]=[CH:29][CH:28]=[CH:27][CH:26]=4)[CH:23]=[CH:24][N:10]3[N:9]=2)[CH:5]=[N:6][CH:7]=1.N1C=CC=CC=1.Cl[C:38](=[O:43])[C:39]([O:41][CH3:42])=[O:40], predict the reaction product. The product is: [O:43]=[C:38]([NH:1][C:2]1[CH:7]=[N:6][CH:5]=[C:4]([C:8]2[N:13]=[C:12]([NH:14][CH2:15][C:16]3[CH:21]=[CH:20][CH:19]=[CH:18][N:17]=3)[C:11]3=[C:22]([C:25]4[CH:30]=[CH:29][CH:28]=[CH:27][CH:26]=4)[CH:23]=[CH:24][N:10]3[N:9]=2)[CH:3]=1)[C:39]([O:41][CH3:42])=[O:40].